Dataset: Forward reaction prediction with 1.9M reactions from USPTO patents (1976-2016). Task: Predict the product of the given reaction. Given the reactants C([O:8][C:9]1[C:14]([N:15]([CH2:20][CH3:21])[S:16]([CH3:19])(=[O:18])=[O:17])=[CH:13][N:12]2[N:22]=[C:23]([C:29]3[CH:34]=[CH:33][C:32]([F:35])=[CH:31][CH:30]=3)[C:24]([C:25]([NH:27][CH3:28])=[O:26])=[C:11]2[CH:10]=1)C1C=CC=CC=1.B(Cl)(Cl)Cl, predict the reaction product. The product is: [CH2:20]([N:15]([C:14]1[C:9]([OH:8])=[CH:10][C:11]2[N:12]([N:22]=[C:23]([C:29]3[CH:30]=[CH:31][C:32]([F:35])=[CH:33][CH:34]=3)[C:24]=2[C:25]([NH:27][CH3:28])=[O:26])[CH:13]=1)[S:16]([CH3:19])(=[O:17])=[O:18])[CH3:21].